From a dataset of Reaction yield outcomes from USPTO patents with 853,638 reactions. Predict the reaction yield, written as a fraction of the theoretical maximum amount of product (1.0 means a 100% yield; for example, 0.34 means a 34% yield). The reactants are C([O:4][C:5]1[CH:14]=[C:13]2[C:8]([C:9]([CH2:26][C:27]3[CH:32]=[CH:31][C:30]([O:33][CH2:34][CH2:35][N:36]4[CH2:40][CH2:39][CH2:38][CH2:37]4)=[CH:29][CH:28]=3)=[C:10]([C:16]3[CH:21]=[CH:20][C:19]([C:22]([F:25])([F:24])[F:23])=[CH:18][CH:17]=3)[C:11](=[O:15])[O:12]2)=[CH:7][CH:6]=1)C=C.CCN([C:46]1[CH:47]=CC=C[CH:51]=1)CC. No catalyst specified. The product is [OH:4][C:5]1[C:14]([CH2:47][CH:46]=[CH2:51])=[C:13]2[C:8]([C:9]([CH2:26][C:27]3[CH:28]=[CH:29][C:30]([O:33][CH2:34][CH2:35][N:36]4[CH2:40][CH2:39][CH2:38][CH2:37]4)=[CH:31][CH:32]=3)=[C:10]([C:16]3[CH:17]=[CH:18][C:19]([C:22]([F:23])([F:25])[F:24])=[CH:20][CH:21]=3)[C:11](=[O:15])[O:12]2)=[CH:7][CH:6]=1. The yield is 0.180.